From a dataset of Peptide-MHC class I binding affinity with 185,985 pairs from IEDB/IMGT. Regression. Given a peptide amino acid sequence and an MHC pseudo amino acid sequence, predict their binding affinity value. This is MHC class I binding data. (1) The MHC is BoLA-T2b with pseudo-sequence BoLA-T2b. The binding affinity (normalized) is 0.0641. The peptide sequence is MLKLRQARL. (2) The peptide sequence is ALVCYIVMPV. The MHC is HLA-A02:06 with pseudo-sequence HLA-A02:06. The binding affinity (normalized) is 0.901. (3) The peptide sequence is LVSDCASTIT. The MHC is HLA-A02:01 with pseudo-sequence HLA-A02:01. The binding affinity (normalized) is 0.224. (4) The peptide sequence is IPFIAYFVL. The MHC is H-2-Ld with pseudo-sequence H-2-Ld. The binding affinity (normalized) is 0.965. (5) The peptide sequence is RRELSKEKL. The MHC is HLA-A02:12 with pseudo-sequence HLA-A02:12. The binding affinity (normalized) is 0.0847. (6) The peptide sequence is SRAIWFMWL. The MHC is HLA-B48:01 with pseudo-sequence HLA-B48:01. The binding affinity (normalized) is 0.0847. (7) The MHC is HLA-A02:01 with pseudo-sequence HLA-A02:01. The peptide sequence is RVYLQGHGY. The binding affinity (normalized) is 0.0847. (8) The peptide sequence is RSTPFNMLKR. The MHC is HLA-A31:01 with pseudo-sequence HLA-A31:01. The binding affinity (normalized) is 0.331. (9) The peptide sequence is APSTGSASSM. The MHC is HLA-B35:01 with pseudo-sequence HLA-B35:01. The binding affinity (normalized) is 0.452. (10) The peptide sequence is YAYEPGSVM. The MHC is HLA-A68:02 with pseudo-sequence HLA-A68:02. The binding affinity (normalized) is 0.508.